From a dataset of Catalyst prediction with 721,799 reactions and 888 catalyst types from USPTO. Predict which catalyst facilitates the given reaction. (1) Reactant: Br[C:2]1[N:6]2[C:7](=[O:22])[CH:8]=[C:9]([CH2:11][N:12]([CH2:20][CH3:21])[C:13]3[CH:18]=[CH:17][C:16]([F:19])=[CH:15][CH:14]=3)[N:10]=[C:5]2[S:4][C:3]=1[CH3:23].C([Li])CCC.[Cl:29]N1C(=O)CCC1=O. Product: [Cl:29][C:2]1[N:6]2[C:7](=[O:22])[CH:8]=[C:9]([CH2:11][N:12]([CH2:20][CH3:21])[C:13]3[CH:18]=[CH:17][C:16]([F:19])=[CH:15][CH:14]=3)[N:10]=[C:5]2[S:4][C:3]=1[CH3:23]. The catalyst class is: 7. (2) Reactant: CC1(C)C2C(=C(P(C3C=CC=CC=3)C3C=CC=CC=3)C=CC=2)OC2C(P(C3C=CC=CC=3)C3C=CC=CC=3)=CC=CC1=2.Br[C:44]1[CH:52]=[CH:51][CH:50]=[C:49]2[C:45]=1[CH:46]=[N:47][N:48]2[CH3:53].C(=[NH:67])(C1C=CC=CC=1)C1C=CC=CC=1.CC(C)([O-])C.[Na+]. Product: [CH3:53][N:48]1[C:49]2[C:45](=[CH:44][CH:52]=[CH:51][CH:50]=2)[C:46]([NH2:67])=[N:47]1. The catalyst class is: 164. (3) Reactant: [F:1][C:2]1[CH:3]=[C:4]([C:8]2[CH:13]=[C:12]([C:14]3[CH:19]=[CH:18][N:17]=[C:16]([N:20]4[CH2:25][CH2:24][N:23]([C:26]([O:28][C:29]([CH3:32])([CH3:31])[CH3:30])=[O:27])[CH2:22][CH2:21]4)[N:15]=3)[C:11]([OH:33])=[CH:10][N:9]=2)[CH:5]=[CH:6][CH:7]=1.[C:34]([O:38][C:39](=[O:58])[N:40]([S:46]([C:49]1[CH:54]=[C:53]([Cl:55])[C:52](F)=[CH:51][C:50]=1[F:57])(=[O:48])=[O:47])[C:41]1[N:42]=[CH:43][S:44][CH:45]=1)([CH3:37])([CH3:36])[CH3:35].C([O-])([O-])=O.[Cs+].[Cs+]. Product: [C:34]([O:38][C:39]([N:40]([C:41]1[N:42]=[CH:43][S:44][CH:45]=1)[S:46]([C:49]1[C:50]([F:57])=[CH:51][C:52]([O:33][C:11]2[C:12]([C:14]3[CH:19]=[CH:18][N:17]=[C:16]([N:20]4[CH2:21][CH2:22][N:23]([C:26]([O:28][C:29]([CH3:30])([CH3:32])[CH3:31])=[O:27])[CH2:24][CH2:25]4)[N:15]=3)=[CH:13][C:8]([C:4]3[CH:5]=[CH:6][CH:7]=[C:2]([F:1])[CH:3]=3)=[N:9][CH:10]=2)=[C:53]([Cl:55])[CH:54]=1)(=[O:48])=[O:47])=[O:58])([CH3:37])([CH3:35])[CH3:36]. The catalyst class is: 9. (4) Reactant: [Cl:1][C:2]1[CH:3]=[C:4]([C@@H:8]2[C@@H:13]([C:14]3[CH:19]=[CH:18][C:17]([Cl:20])=[CH:16][CH:15]=3)[N:12]([C@@H:21]([CH2:27][CH3:28])[CH2:22][S:23](O)(=[O:25])=[O:24])[C:11](=[O:29])[C@:10]([CH2:31][C:32]([O:34][CH3:35])=[O:33])([CH3:30])[CH2:9]2)[CH:5]=[CH:6][CH:7]=1.C(Cl)(=O)C(Cl)=O.[O:42]1[CH2:45][CH:44]([NH2:46])[CH2:43]1.C(N(CC)C(C)C)(C)C. Product: [Cl:1][C:2]1[CH:3]=[C:4]([C@@H:8]2[C@@H:13]([C:14]3[CH:19]=[CH:18][C:17]([Cl:20])=[CH:16][CH:15]=3)[N:12]([C@@H:21]([CH2:27][CH3:28])[CH2:22][S:23](=[O:24])(=[O:25])[NH:46][CH:44]3[CH2:45][O:42][CH2:43]3)[C:11](=[O:29])[C@:10]([CH2:31][C:32]([O:34][CH3:35])=[O:33])([CH3:30])[CH2:9]2)[CH:5]=[CH:6][CH:7]=1. The catalyst class is: 139. (5) Reactant: [NH2:1][CH2:2][C@@H:3]1[C@H:7]([F:8])[CH2:6][N:5]([CH2:9][C:10]2[CH:15]=[CH:14][CH:13]=[CH:12][CH:11]=2)[CH2:4]1.[CH:16](=O)[C:17]1[CH:22]=[CH:21][CH:20]=[CH:19][CH:18]=1.Cl.[OH-].[Na+]. Product: [CH2:9]([N:5]1[CH2:6][C@@H:7]([F:8])[C@@H:3]([CH2:2][NH:1][CH2:16][C:17]2[CH:22]=[CH:21][CH:20]=[CH:19][CH:18]=2)[CH2:4]1)[C:10]1[CH:15]=[CH:14][CH:13]=[CH:12][CH:11]=1. The catalyst class is: 5. (6) Reactant: C1([I:7](OC(=O)C(F)(F)F)OC(=O)C(F)(F)F)C=CC=CC=1.[CH3:22][N:23]1[C:27]2[N:28]=[N:29][CH:30]=[C:31]([OH:32])[C:26]=2[C:25]([C:33]2[CH:38]=[CH:37][CH:36]=[CH:35][CH:34]=2)=[N:24]1.II.N1C=CC=CC=1. Product: [I:7][C:30]1[N:29]=[N:28][C:27]2[N:23]([CH3:22])[N:24]=[C:25]([C:33]3[CH:34]=[CH:35][CH:36]=[CH:37][CH:38]=3)[C:26]=2[C:31]=1[OH:32]. The catalyst class is: 2. (7) Reactant: [NH2:1][C@H:2]1[CH2:6][CH2:5][N:4]([C@H:7]2[CH2:12][CH2:11][C@@H:10]([N:13]([CH:15]([CH3:17])[CH3:16])[CH3:14])[CH2:9][C@H:8]2[CH:18]([OH:21])[CH2:19][CH3:20])[C:3]1=[O:22].Cl[C:24]1[C:33]2[C:28](=[CH:29][CH:30]=[C:31]([C:34]([F:37])([F:36])[F:35])[CH:32]=2)[N:27]=[CH:26][N:25]=1.C(N(CC)CC)C. Product: [OH:21][CH:18]([C@@H:8]1[CH2:9][C@H:10]([N:13]([CH:15]([CH3:16])[CH3:17])[CH3:14])[CH2:11][CH2:12][C@@H:7]1[N:4]1[CH2:5][CH2:6][CH:2]([NH:1][C:24]2[C:33]3[C:28](=[CH:29][CH:30]=[C:31]([C:34]([F:36])([F:37])[F:35])[CH:32]=3)[N:27]=[CH:26][N:25]=2)[C:3]1=[O:22])[CH2:19][CH3:20]. The catalyst class is: 14. (8) Reactant: C[O:2][C:3]([C:5]1[C:10](Br)=[C:9]([NH:12][CH2:13][CH:14]2[CH2:16][CH2:15]2)[CH:8]=[C:7]([Cl:17])[N:6]=1)=[O:4].C([Sn](CC[CH2:31][CH3:32])(CCCC)C=C)CCC.O.ClCCl.CN(C)[CH:39]=[O:40]. Product: [Cl:17][C:7]1[N:6]=[C:5]([C:3]([OH:2])=[O:4])[C:10]([CH:31]=[CH2:32])=[C:9]([NH:12][CH2:13][C:14]2[O:40][CH:39]=[CH:15][CH:16]=2)[CH:8]=1. The catalyst class is: 235. (9) Reactant: [Cl:1][C:2]1[CH:9]=[C:8](F)[CH:7]=[CH:6][C:3]=1[C:4]#[N:5].[C:11]([C:13]1[CH:24]=[CH:23][C:16]([CH2:17][C@@H:18]([C:20]([OH:22])=[O:21])[NH2:19])=[CH:15][CH:14]=1)#[N:12].C(=O)([O-])[O-].[Cs+].[Cs+].C(OCC)(=O)C. Product: [Cl:1][C:2]1[CH:9]=[C:8]([NH:19][C@H:18]([C:20]([OH:22])=[O:21])[CH2:17][C:16]2[CH:15]=[CH:14][C:13]([C:11]#[N:12])=[CH:24][CH:23]=2)[CH:7]=[CH:6][C:3]=1[C:4]#[N:5]. The catalyst class is: 16. (10) Reactant: [NH2:1][CH:2]([C:4]1[N:5]([CH3:17])[C:6](=[O:16])[CH:7]=[C:8]([C:10]2[CH:15]=[CH:14][N:13]=[CH:12][N:11]=2)[N:9]=1)[CH3:3].[F:18][C:19]1[CH:27]=[CH:26][C:22]([C:23](O)=[O:24])=[C:21]([O:28][CH3:29])[CH:20]=1.P(C#N)(=O)(OCC)OCC.C(N(CC)CC)C. Product: [F:18][C:19]1[CH:27]=[CH:26][C:22]([C:23]([NH:1][CH:2]([C:4]2[N:5]([CH3:17])[C:6](=[O:16])[CH:7]=[C:8]([C:10]3[CH:15]=[CH:14][N:13]=[CH:12][N:11]=3)[N:9]=2)[CH3:3])=[O:24])=[C:21]([O:28][CH3:29])[CH:20]=1. The catalyst class is: 35.